From a dataset of Full USPTO retrosynthesis dataset with 1.9M reactions from patents (1976-2016). Predict the reactants needed to synthesize the given product. (1) Given the product [CH2:23]([O:30][C:31]1[CH:36]=[CH:35][C:34]([O:1][CH2:2][CH2:3][CH2:4][C:5]2[CH:6]=[CH:7][C:8]([O:9][CH2:10][C:11]3[CH:20]=[CH:19][CH:18]=[CH:17][C:12]=3[C:13]([O:15][CH3:16])=[O:14])=[CH:21][CH:22]=2)=[CH:33][CH:32]=1)[C:24]1[CH:29]=[CH:28][CH:27]=[CH:26][CH:25]=1, predict the reactants needed to synthesize it. The reactants are: [OH:1][CH2:2][CH2:3][CH2:4][C:5]1[CH:22]=[CH:21][C:8]([O:9][CH2:10][C:11]2[CH:20]=[CH:19][CH:18]=[CH:17][C:12]=2[C:13]([O:15][CH3:16])=[O:14])=[CH:7][CH:6]=1.[CH2:23]([O:30][C:31]1[CH:36]=[CH:35][C:34](O)=[CH:33][CH:32]=1)[C:24]1[CH:29]=[CH:28][CH:27]=[CH:26][CH:25]=1.C(P(=CC#N)(CCCC)CCCC)CCC. (2) Given the product [C:1]([C:5]1[N:6]=[C:7]([N:22]2[CH2:27][CH2:26][O:25][CH2:24][CH:23]2[CH2:52][OH:53])[C:8]2[N:13]=[N:12][N:11]([CH2:14][C:15]3[CH:20]=[CH:19][CH:18]=[CH:17][C:16]=3[Cl:21])[C:9]=2[N:10]=1)([CH3:4])([CH3:2])[CH3:3], predict the reactants needed to synthesize it. The reactants are: [C:1]([C:5]1[N:6]=[C:7]([N:22]2[CH2:27][CH2:26][O:25][CH2:24][CH2:23]2)[C:8]2[N:13]=[N:12][N:11]([CH2:14][C:15]3[CH:20]=[CH:19][CH:18]=[CH:17][C:16]=3[Cl:21])[C:9]=2[N:10]=1)([CH3:4])([CH3:3])[CH3:2].C(C1N=C(Cl)C2N=NN(CC3C=CC=CC=3Cl)C=2N=1)(C)(C)C.N1CC[O:53][CH2:52]C1CO. (3) The reactants are: COC1C=C(OC)C=CC=1C[O:6][NH:7][C:8](=[O:26])[CH2:9][CH2:10][CH2:11][CH2:12][CH2:13][NH:14][C:15]([NH:17][C:18](=[O:25])[C:19]1[CH:24]=[CH:23][CH:22]=[CH:21][CH:20]=1)=[S:16].C([SiH](CC)CC)C.C(O)(C(F)(F)F)=O. Given the product [OH:6][NH:7][C:8](=[O:26])[CH2:9][CH2:10][CH2:11][CH2:12][CH2:13][NH:14][C:15]([NH:17][C:18](=[O:25])[C:19]1[CH:20]=[CH:21][CH:22]=[CH:23][CH:24]=1)=[S:16], predict the reactants needed to synthesize it. (4) The reactants are: F[C:2]1[C:7]([F:8])=[CH:6][CH:5]=[CH:4][C:3]=1[C:9](=[O:11])[CH3:10].[NH2:12][C:13]1[CH:17]=[CH:16][N:15]([CH3:18])[N:14]=1.Cl[C:20]1[C:29]2[C:24](=[CH:25][CH:26]=[C:27]([OH:30])[CH:28]=2)[N:23]=[CH:22][N:21]=1. Given the product [F:8][C:7]1[C:2]([O:30][C:27]2[CH:28]=[C:29]3[C:24](=[CH:25][CH:26]=2)[N:23]=[CH:22][N:21]=[C:20]3[NH:12][C:13]2[CH:17]=[CH:16][N:15]([CH3:18])[N:14]=2)=[C:3]([C:9](=[O:11])[CH3:10])[CH:4]=[CH:5][CH:6]=1, predict the reactants needed to synthesize it. (5) Given the product [CH:1]1([C@:4]2([OH:12])[CH2:8][CH2:7][N:6]([C:20]3[CH:19]=[CH:18][C:15]([C:16]#[N:17])=[C:14]([F:13])[CH:21]=3)[C@H:5]2[CH:9]([CH3:10])[CH3:11])[CH2:3][CH2:2]1, predict the reactants needed to synthesize it. The reactants are: [CH:1]1([C@:4]2([OH:12])[CH2:8][CH2:7][NH:6][C@H:5]2[CH:9]([CH3:11])[CH3:10])[CH2:3][CH2:2]1.[F:13][C:14]1[CH:21]=[C:20](F)[CH:19]=[CH:18][C:15]=1[C:16]#[N:17].C(=O)([O-])[O-].[Li+].[Li+].